Dataset: Peptide-MHC class I binding affinity with 185,985 pairs from IEDB/IMGT. Task: Regression. Given a peptide amino acid sequence and an MHC pseudo amino acid sequence, predict their binding affinity value. This is MHC class I binding data. (1) The binding affinity (normalized) is 0.0163. The peptide sequence is IPLTEEAEL. The MHC is HLA-B44:02 with pseudo-sequence HLA-B44:02. (2) The peptide sequence is GINENGTEI. The MHC is H-2-Kb with pseudo-sequence H-2-Kb. The binding affinity (normalized) is 0.0944.